Dataset: Forward reaction prediction with 1.9M reactions from USPTO patents (1976-2016). Task: Predict the product of the given reaction. (1) Given the reactants [ClH:1].O1CCOCC1.[Br:8][C:9]1[CH:10]=[C:11]([CH:35]=[CH:36][CH:37]=1)[C:12]([N:14]1[CH2:19][CH2:18][N:17](C(OC(C)(C)C)=O)[CH2:16][CH:15]1[CH2:27][O:28][C:29]1[CH:30]=[N:31][CH:32]=[CH:33][CH:34]=1)=[O:13], predict the reaction product. The product is: [ClH:1].[ClH:1].[Br:8][C:9]1[CH:10]=[C:11]([C:12]([N:14]2[CH2:19][CH2:18][NH:17][CH2:16][CH:15]2[CH2:27][O:28][C:29]2[CH:30]=[N:31][CH:32]=[CH:33][CH:34]=2)=[O:13])[CH:35]=[CH:36][CH:37]=1. (2) Given the reactants [Mg].Br[C:3]1[C:8]([CH:9]([CH3:11])[CH3:10])=[CH:7][C:6]([CH:12]([CH3:14])[CH3:13])=[CH:5][C:4]=1[CH:15]([CH3:17])[CH3:16].Br[C:19]1[CH:24]=[C:23]([O:25][CH3:26])[CH:22]=[C:21]([O:27][CH3:28])[C:20]=1[I:29].II, predict the reaction product. The product is: [I:29][C:20]1[C:21]([O:27][CH3:28])=[CH:22][C:23]([O:25][CH3:26])=[CH:24][C:19]=1[C:3]1[C:8]([CH:9]([CH3:11])[CH3:10])=[CH:7][C:6]([CH:12]([CH3:14])[CH3:13])=[C:5]([C:3]2[CH:8]=[CH:7][CH:6]=[CH:5][CH:4]=2)[C:4]=1[CH:15]([CH3:17])[CH3:16].